From a dataset of Forward reaction prediction with 1.9M reactions from USPTO patents (1976-2016). Predict the product of the given reaction. Given the reactants C[O:2][C:3]([C:5]1[S:9][C:8]([N:10]2[C:14]3[CH:15]=[C:16]([O:21][CH3:22])[C:17]([O:19][CH3:20])=[CH:18][C:13]=3[N:12]=[CH:11]2)=[N:7][C:6]=1Br)=[O:4].B(O)(O)[C:25]1[CH:30]=[CH:29][C:28]([CH:31]=[CH2:32])=[CH:27][CH:26]=1, predict the reaction product. The product is: [CH3:20][O:19][C:17]1[C:16]([O:21][CH3:22])=[CH:15][C:14]2[N:10]([C:8]3[S:9][C:5]([C:3]([OH:2])=[O:4])=[C:6]([C:25]4[CH:30]=[CH:29][C:28]([CH:31]=[CH2:32])=[CH:27][CH:26]=4)[N:7]=3)[CH:11]=[N:12][C:13]=2[CH:18]=1.